Dataset: NCI-60 drug combinations with 297,098 pairs across 59 cell lines. Task: Regression. Given two drug SMILES strings and cell line genomic features, predict the synergy score measuring deviation from expected non-interaction effect. (1) Drug 2: CC12CCC(CC1=CCC3C2CCC4(C3CC=C4C5=CN=CC=C5)C)O. Drug 1: CCCS(=O)(=O)NC1=C(C(=C(C=C1)F)C(=O)C2=CNC3=C2C=C(C=N3)C4=CC=C(C=C4)Cl)F. Cell line: K-562. Synergy scores: CSS=16.8, Synergy_ZIP=-3.81, Synergy_Bliss=0.388, Synergy_Loewe=-17.2, Synergy_HSA=-2.47. (2) Drug 1: CC1=C(C=C(C=C1)C(=O)NC2=CC(=CC(=C2)C(F)(F)F)N3C=C(N=C3)C)NC4=NC=CC(=N4)C5=CN=CC=C5. Drug 2: C#CCC(CC1=CN=C2C(=N1)C(=NC(=N2)N)N)C3=CC=C(C=C3)C(=O)NC(CCC(=O)O)C(=O)O. Cell line: CAKI-1. Synergy scores: CSS=26.9, Synergy_ZIP=5.43, Synergy_Bliss=3.16, Synergy_Loewe=-20.1, Synergy_HSA=-2.65. (3) Drug 1: C1CC(=O)NC(=O)C1N2CC3=C(C2=O)C=CC=C3N. Drug 2: CN1C(=O)N2C=NC(=C2N=N1)C(=O)N. Cell line: HS 578T. Synergy scores: CSS=3.91, Synergy_ZIP=2.14, Synergy_Bliss=5.73, Synergy_Loewe=4.45, Synergy_HSA=3.69. (4) Drug 1: C1CN1P(=S)(N2CC2)N3CC3. Drug 2: CN(C(=O)NC(C=O)C(C(C(CO)O)O)O)N=O. Cell line: SN12C. Synergy scores: CSS=18.7, Synergy_ZIP=-5.34, Synergy_Bliss=-0.349, Synergy_Loewe=-17.5, Synergy_HSA=-1.22. (5) Drug 1: CC1=C2C(C(=O)C3(C(CC4C(C3C(C(C2(C)C)(CC1OC(=O)C(C(C5=CC=CC=C5)NC(=O)OC(C)(C)C)O)O)OC(=O)C6=CC=CC=C6)(CO4)OC(=O)C)OC)C)OC. Drug 2: CC1=C(N=C(N=C1N)C(CC(=O)N)NCC(C(=O)N)N)C(=O)NC(C(C2=CN=CN2)OC3C(C(C(C(O3)CO)O)O)OC4C(C(C(C(O4)CO)O)OC(=O)N)O)C(=O)NC(C)C(C(C)C(=O)NC(C(C)O)C(=O)NCCC5=NC(=CS5)C6=NC(=CS6)C(=O)NCCC[S+](C)C)O. Cell line: HOP-62. Synergy scores: CSS=25.0, Synergy_ZIP=-15.6, Synergy_Bliss=-23.9, Synergy_Loewe=-17.2, Synergy_HSA=-15.2.